Dataset: Experimentally validated miRNA-target interactions with 360,000+ pairs, plus equal number of negative samples. Task: Binary Classification. Given a miRNA mature sequence and a target amino acid sequence, predict their likelihood of interaction. (1) The miRNA is ath-miR396b-5p with sequence UUCCACAGCUUUCUUGAACUU. The protein sequence of the target gene is MAAAPSALLLLPPFPVLSTYRLQSRSRPSAPETDDSRVGGIMRGEKNYYFRGAAGDHGSCPTTTSPLASALLMPSEAVSSSWSESGGGLSGGDEEDTRLLQLLRTARDPSEAFQALQAALPRRGGRLGFPRRKEALYRALGRVLVEGGSDEKRLCLQLLSDVLRGQGEAGQLEEAFSLALLPQLVVSLREENPALRKDALQILHICLKRSPGEVLRTLIQQGLESTDARLRASTALLLPILLTTEDLLLGLDLTEVIISLARKLGDQETEEESETAFSALQQIGERLGQDRFQSYISRLP.... Result: 0 (no interaction). (2) The miRNA is hsa-miR-939-5p with sequence UGGGGAGCUGAGGCUCUGGGGGUG. The protein sequence of the target gene is MFLVGLTGGIASGKSSVIQVFQQLGCAVIDVDVMARHVVQPGYPAHRRIVEVFGTEVLLENGDINRKVLGDLIFNQPDRRQLLNAITHPEIRKEMMKETFKYFLRGYRYVILDIPLLFETKKLLKYMKHTVVVYCDRDTQLARLMRRNSLNRKDAEARINAQLPLTDKARMARHVLDNSGEWSVTKRQVILLHTELERSLEYLPLRFGVLTGLAAIASLLYLLTHYLLPYA. Result: 1 (interaction). (3) The miRNA is hsa-miR-6516-5p with sequence UUUGCAGUAACAGGUGUGAGCA. The protein sequence of the target gene is MAAVRGLRVSVKAEAPAGPALGLPSPEAESGVDRGEPEPMEVEEGELEIVPVRRSLKELIPDTSRRYENKAGSFITGIDVTSKEAIEKKEQRAKRFHFRSEVNLAQRNVALDRDMMKKAIPKVRLETIYICGVDEMSTQDVFSYFKEYPPAHIEWLDDTSCNVVWLDEMTATRALINMSSLPAQDKIRSRDASEDKSAEKRKKDKQEDSSDDDEAEEGEVEDENSSDVELDTLSQVEEESLLRNDLRPANKLAKGNRLFMRFATKDDKKELGAARRSQYYMKYGNPNYGGMKGILSNSWK.... Result: 1 (interaction). (4) The miRNA is hsa-miR-196a-5p with sequence UAGGUAGUUUCAUGUUGUUGGG. The protein sequence of the target gene is MASGRDERPPWRLGRLLLLMCLLLLGSSARAAHIKKAEATTTTTSAGAEAAEGQFDRYYHEEELESALREAAAAGLPGLARLFSIGRSVEGRPLWVLRLTAGLGSLIPEGDAGPDAAGPDAAGPLLPGRPQVKLVGNMHGDETVSRQVLIYLARELAAGYRRGDPRLVRLLNTTDVYLLPSLNPDGFERAREGDCGFGDGGPSGASGRDNSRGRDLNRSFPDQFSTGEPPALDEVPEVRALIEWIRRNKFVLSGNLHGGSVVASYPFDDSPEHKATGIYSKTSDDEVFKYLAKAYASNHP.... Result: 1 (interaction). (5) The miRNA is mmu-miR-539-3p with sequence CAUACAAGGAUAAUUUCUUUUU. The protein sequence of the target gene is MGQRLSGGRSCLDVPGRLLPQPPPPPPPVRRKLALLFAMLCVWLYMFLYSCAGSCAAAPGLLLLGSGSRAAHDPPALATAPDGTPPRLPFRAPPATPLASGKEMAEGAASPEEQSPEVPDSPSPISSFFSGSGSKQLPQAIIIGVKKGGTRALLEFLRVHPDVRAVGAEPHFFDRSYDKGLAWYRDLMPRTLDGQITMEKTPSYFVTREAPARISAMSKDTKLIVVVRDPVTRAISDYTQTLSKRPDIPTFESLTFKNRTAGLIDTSWSAIQIGIYAKHLEHWLRHFPIRQMLFVSGERL.... Result: 0 (no interaction).